From a dataset of Full USPTO retrosynthesis dataset with 1.9M reactions from patents (1976-2016). Predict the reactants needed to synthesize the given product. (1) Given the product [Cl:1][C:2]1[CH:3]=[C:4]([C:5]2[O:18][C:9]3[CH:10]=[CH:11][C:12]([C:14]([F:17])([F:16])[F:15])=[CH:13][C:8]=3[N:7]=2)[CH:19]=[CH:20][N:21]=1, predict the reactants needed to synthesize it. The reactants are: [Cl:1][C:2]1[CH:3]=[C:4]([CH:19]=[CH:20][N:21]=1)[C:5]([NH:7][C:8]1[CH:13]=[C:12]([C:14]([F:17])([F:16])[F:15])[CH:11]=[CH:10][C:9]=1[OH:18])=O.O1CCCC1.C1(P(C2C=CC=CC=2)C2C=CC=CC=2)C=CC=CC=1.N(C(OCC)=O)=NC(OCC)=O. (2) Given the product [Br:19][C:20]1[CH:26]=[CH:25][CH:24]=[C:23]([F:27])[C:21]=1[NH:22][C:2]1[CH:17]=[C:6]2[C:7]3[C:12]([CH2:13][CH2:14][N:5]2[C:4](=[O:18])[N:3]=1)=[CH:11][C:10]([O:15][CH3:16])=[CH:9][CH:8]=3, predict the reactants needed to synthesize it. The reactants are: Cl[C:2]1[CH:17]=[C:6]2[C:7]3[C:12]([CH2:13][CH2:14][N:5]2[C:4](=[O:18])[N:3]=1)=[CH:11][C:10]([O:15][CH3:16])=[CH:9][CH:8]=3.[Br:19][C:20]1[CH:26]=[CH:25][CH:24]=[C:23]([F:27])[C:21]=1[NH2:22]. (3) Given the product [CH2:1]([N:3]1[CH2:8][CH2:7][N:6]2[N:9]=[C:10]([NH2:12])[CH:11]=[C:5]2[CH2:4]1)[CH3:2], predict the reactants needed to synthesize it. The reactants are: [CH2:1]([N:3]1[CH2:8][CH2:7][N:6]2[N:9]=[C:10]([N+:12]([O-])=O)[CH:11]=[C:5]2[CH2:4]1)[CH3:2]. (4) The reactants are: Cl.Cl.[CH3:3][O:4][CH2:5][CH:6]1[CH2:11][NH:10][CH2:9][CH2:8][NH:7]1.C(N(CC)CC)C.[C:19]1([C:25](Cl)([C:32]2[CH:37]=[CH:36][CH:35]=[CH:34][CH:33]=2)[C:26]2[CH:31]=[CH:30][CH:29]=[CH:28][CH:27]=2)[CH:24]=[CH:23][CH:22]=[CH:21][CH:20]=1. Given the product [CH3:3][O:4][CH2:5][CH:6]1[CH2:11][N:10]([C:25]([C:19]2[CH:24]=[CH:23][CH:22]=[CH:21][CH:20]=2)([C:32]2[CH:33]=[CH:34][CH:35]=[CH:36][CH:37]=2)[C:26]2[CH:27]=[CH:28][CH:29]=[CH:30][CH:31]=2)[CH2:9][CH2:8][NH:7]1, predict the reactants needed to synthesize it. (5) Given the product [Cl-:27].[CH3:13][O:12][C:11]1[CH:10]=[CH:9][C:8]([S+:14]2[C:15]3[CH:26]=[CH:25][CH:24]=[CH:23][C:16]=3[C:17]3[CH:22]=[CH:21][CH:20]=[CH:19][C:18]2=3)=[CH:7][C:6]=1[CH2:5][C:2]([O:4][CH2:28][C:29]([O:31][C:32]1([CH3:42])[CH:39]2[CH2:40][CH:35]3[CH2:36][CH:37]([CH2:41][CH:33]1[CH2:34]3)[CH2:38]2)=[O:30])=[O:3], predict the reactants needed to synthesize it. The reactants are: [I-].[C:2]([CH2:5][C:6]1[CH:7]=[C:8]([S+:14]2[C:18]3[CH:19]=[CH:20][CH:21]=[CH:22][C:17]=3[C:16]3[CH:23]=[CH:24][CH:25]=[CH:26][C:15]2=3)[CH:9]=[CH:10][C:11]=1[O:12][CH3:13])([OH:4])=[O:3].[Cl:27][CH2:28][C:29]([O:31][C:32]1([CH3:42])[CH:39]2[CH2:40][CH:35]3[CH2:36][CH:37]([CH2:41][CH:33]1[CH2:34]3)[CH2:38]2)=[O:30].C(=O)([O-])[O-].[Cs+].[Cs+]. (6) Given the product [Cl:7][C:8]1[CH:9]=[CH:10][C:11]2[N:17]3[C:18]([CH:21]4[CH2:23][CH2:22]4)=[N:19][N:20]=[C:16]3[C@@H:15]([CH2:24][CH2:25][OH:26])[O:14][C@H:13]([C:30]3[CH:35]=[CH:34][CH:33]=[C:32]([O:36][CH3:37])[C:31]=3[O:38][CH3:39])[C:12]=2[CH:40]=1, predict the reactants needed to synthesize it. The reactants are: [H-].[Al+3].[Li+].[H-].[H-].[H-].[Cl:7][C:8]1[CH:9]=[CH:10][C:11]2[N:17]3[C:18]([CH:21]4[CH2:23][CH2:22]4)=[N:19][N:20]=[C:16]3[C@@H:15]([CH2:24][C:25](OCC)=[O:26])[O:14][C@H:13]([C:30]3[CH:35]=[CH:34][CH:33]=[C:32]([O:36][CH3:37])[C:31]=3[O:38][CH3:39])[C:12]=2[CH:40]=1.C(C(C(C([O-])=O)O)O)([O-])=O.[Na+].[K+]. (7) Given the product [Br:15][C:9]1[S:8][C:7]([C:5]([OH:6])=[O:4])=[C:11]([N+:12]([O-:14])=[O:13])[CH:10]=1, predict the reactants needed to synthesize it. The reactants are: [OH-].[Na+].C[O:4][C:5]([C:7]1[S:8][C:9]([Br:15])=[CH:10][C:11]=1[N+:12]([O-:14])=[O:13])=[O:6].